From a dataset of Forward reaction prediction with 1.9M reactions from USPTO patents (1976-2016). Predict the product of the given reaction. Given the reactants [C:1]([N:8]1[CH2:12][CH2:11][CH:10]([C:13]([OH:15])=O)[CH2:9]1)([O:3][C:4]([CH3:7])([CH3:6])[CH3:5])=[O:2].[NH:16]1[CH2:21][CH2:20][O:19][CH2:18][CH2:17]1, predict the reaction product. The product is: [C:4]([O:3][C:1]([N:8]1[CH2:12][CH2:11][CH:10]([C:13]([N:16]2[CH2:21][CH2:20][O:19][CH2:18][CH2:17]2)=[O:15])[CH2:9]1)=[O:2])([CH3:5])([CH3:6])[CH3:7].